Task: Predict the reactants needed to synthesize the given product.. Dataset: Full USPTO retrosynthesis dataset with 1.9M reactions from patents (1976-2016) (1) The reactants are: [CH3:1][C:2]1[N:7]=[C:6]([C:8]2[N:13]=[CH:12][C:11]3[CH:14]=[N:15][N:16]([C:17]4[N:22]=[C:21]([N:23]5[CH2:28][CH2:27][N:26](C(OC(C)(C)C)=O)[CH2:25][CH2:24]5)[CH:20]=[CH:19][CH:18]=4)[C:10]=3[CH:9]=2)[CH:5]=[N:4][CH:3]=1.Cl. Given the product [CH3:1][C:2]1[N:7]=[C:6]([C:8]2[N:13]=[CH:12][C:11]3[CH:14]=[N:15][N:16]([C:17]4[CH:18]=[CH:19][CH:20]=[C:21]([N:23]5[CH2:28][CH2:27][NH:26][CH2:25][CH2:24]5)[N:22]=4)[C:10]=3[CH:9]=2)[CH:5]=[N:4][CH:3]=1, predict the reactants needed to synthesize it. (2) Given the product [ClH:24].[CH2:1]([C:3]1[C:8]([CH2:9][S:10][C:11]2[N:16]=[C:15]([OH:17])[CH:14]=[C:13]([C:18]([F:21])([F:20])[F:19])[N:12]=2)=[C:7]([CH2:22][CH3:23])[CH:6]=[CH:5][N:4]=1)[CH3:2], predict the reactants needed to synthesize it. The reactants are: [CH2:1]([C:3]1[C:8]([CH2:9][S:10][C:11]2[N:16]=[C:15]([OH:17])[CH:14]=[C:13]([C:18]([F:21])([F:20])[F:19])[N:12]=2)=[C:7]([CH2:22][CH3:23])[CH:6]=[CH:5][N:4]=1)[CH3:2].[ClH:24].O1CCOCC1. (3) Given the product [F:8][C:6]1[CH:5]=[C:4]([CH2:9][C:10]([NH:12][C@H:13]([C:15]([NH:18][CH:19]2[C:28]3[C:23](=[CH:24][CH:25]=[CH:26][CH:27]=3)[CH2:22][N:21]([CH2:9][C:4]3[CH:5]=[CH:6][CH:7]=[CH:2][CH:3]=3)[C:20]2=[O:35])=[O:17])[CH3:14])=[O:11])[CH:3]=[C:2]([F:1])[CH:7]=1, predict the reactants needed to synthesize it. The reactants are: [F:1][C:2]1[CH:3]=[C:4]([CH2:9][C:10]([NH:12][C@H:13]([C:15]([OH:17])=O)[CH3:14])=[O:11])[CH:5]=[C:6]([F:8])[CH:7]=1.[NH2:18][CH:19]1[C:28]2[C:23](=[CH:24][CH:25]=[CH:26][CH:27]=2)[CH:22](C2C=NC=CC=2)[NH:21][C:20]1=[O:35]. (4) Given the product [CH2:16]([C:10]1([CH3:18])[O:11][CH2:12][C:13]([CH3:14])([CH3:15])[N:8]([CH2:1][C:2]2[CH:3]=[CH:4][CH:5]=[CH:6][CH:7]=2)[C:9]1=[O:17])[CH:28]=[CH2:29], predict the reactants needed to synthesize it. The reactants are: [CH2:1]([N:8]1[C:13]([CH3:15])([CH3:14])[CH2:12][O:11][CH:10]([CH3:16])[C:9]1=[O:17])[C:2]1[CH:7]=[CH:6][CH:5]=[CH:4][CH:3]=1.[CH3:18][Si](C)(C)[N-][Si](C)(C)C.[Li+].[CH2:28](I)[CH:29]=C. (5) Given the product [Cl:20][C:17]([F:19])([F:18])[O:16][C:13]1[CH:14]=[CH:15][C:10]([NH:9][C:7](=[O:8])[C:6]2[CH:21]=[C:2]([C:33]3[CH:34]=[N:29][CH:30]=[N:31][CH:32]=3)[C:3]([N:22]3[CH2:26][CH2:25][C@H:24]([CH2:27][OH:28])[CH2:23]3)=[N:4][CH:5]=2)=[CH:11][CH:12]=1, predict the reactants needed to synthesize it. The reactants are: Br[C:2]1[C:3]([N:22]2[CH2:26][CH2:25][C@H:24]([CH2:27][OH:28])[CH2:23]2)=[N:4][CH:5]=[C:6]([CH:21]=1)[C:7]([NH:9][C:10]1[CH:15]=[CH:14][C:13]([O:16][C:17]([Cl:20])([F:19])[F:18])=[CH:12][CH:11]=1)=[O:8].[N:29]1[CH:34]=[C:33](B(O)O)[CH:32]=[N:31][CH:30]=1. (6) The reactants are: C([O:5][C:6](=[O:36])[C:7]([NH:10][C:11]([C:13]1[CH:22]=[C:21]([Cl:23])[C:20]2[C:15](=[CH:16][CH:17]=[CH:18][CH:19]=2)[C:14]=1[O:24][CH2:25][C:26]1[CH:27]=[N:28][C:29]([C:32]([F:35])([F:34])[F:33])=[N:30][CH:31]=1)=[O:12])([CH3:9])[CH3:8])(C)(C)C.FC(F)(F)C(O)=O. Given the product [Cl:23][C:21]1[C:20]2[C:15](=[CH:16][CH:17]=[CH:18][CH:19]=2)[C:14]([O:24][CH2:25][C:26]2[CH:31]=[N:30][C:29]([C:32]([F:34])([F:35])[F:33])=[N:28][CH:27]=2)=[C:13]([C:11]([NH:10][C:7]([CH3:9])([CH3:8])[C:6]([OH:36])=[O:5])=[O:12])[CH:22]=1, predict the reactants needed to synthesize it. (7) The reactants are: [Si]([O:8][CH2:9][C@@:10]1([CH3:23])[O:15][CH2:14][CH2:13][N:12]([C:16]([O:18][C:19]([CH3:22])([CH3:21])[CH3:20])=[O:17])[CH2:11]1)(C(C)(C)C)(C)C.CC(OI1(OC(C)=O)(OC(C)=O)OC(=O)C2C=CC=CC1=2)=O. Given the product [CH:9]([C@@:10]1([CH3:23])[O:15][CH2:14][CH2:13][N:12]([C:16]([O:18][C:19]([CH3:22])([CH3:21])[CH3:20])=[O:17])[CH2:11]1)=[O:8], predict the reactants needed to synthesize it.